This data is from Reaction yield outcomes from USPTO patents with 853,638 reactions. The task is: Predict the reaction yield, written as a fraction of the theoretical maximum amount of product (1.0 means a 100% yield; for example, 0.34 means a 34% yield). (1) The reactants are [N:1]1([C:7]2[CH:13]=[CH:12][C:10]([NH2:11])=[CH:9][CH:8]=2)[CH2:6][CH2:5][O:4][CH2:3][CH2:2]1.P(=O)(O)(O)O.[N+]([O-])(O)=O.[N:23]([O-])=O.[Na+].[CH3:27][C:28](=[O:33])[CH2:29][C:30](=[O:32])[CH3:31].C([O-])(=O)C.[K+].C([O-])([O-])=O.[Na+].[Na+]. The catalyst is C(O)C. The product is [N:1]1([C:7]2[CH:13]=[CH:12][C:10]([NH:11][N:23]=[C:29]([C:28](=[O:33])[CH3:27])[C:30](=[O:32])[CH3:31])=[CH:9][CH:8]=2)[CH2:2][CH2:3][O:4][CH2:5][CH2:6]1. The yield is 0.820. (2) The reactants are [NH2:1][C:2]1/[C:3](=[CH:8]/[C:9]2[CH:27]=[CH:26][C:12]([O:13][C:14]3[CH:21]=[CH:20][C:17]([C:18]#[N:19])=[CH:16][C:15]=3[C:22]([F:25])([F:24])[F:23])=[C:11]([O:28][CH3:29])[CH:10]=2)/[NH:4][C:5](=[O:7])[N:6]=1.[CH2:30]([N:32]([CH2:36][CH3:37])[CH2:33][CH2:34]N)[CH3:31]. The catalyst is CO. The product is [CH2:30]([N:32]([CH2:36][CH3:37])[CH2:33][CH2:34][NH:1][C:2]1/[C:3](=[CH:8]/[C:9]2[CH:27]=[CH:26][C:12]([O:13][C:14]3[CH:21]=[CH:20][C:17]([C:18]#[N:19])=[CH:16][C:15]=3[C:22]([F:23])([F:25])[F:24])=[C:11]([O:28][CH3:29])[CH:10]=2)/[NH:4][C:5](=[O:7])[N:6]=1)[CH3:31]. The yield is 0.530.